The task is: Regression. Given two drug SMILES strings and cell line genomic features, predict the synergy score measuring deviation from expected non-interaction effect.. This data is from NCI-60 drug combinations with 297,098 pairs across 59 cell lines. (1) Drug 1: CC1C(C(CC(O1)OC2CC(CC3=C2C(=C4C(=C3O)C(=O)C5=C(C4=O)C(=CC=C5)OC)O)(C(=O)CO)O)N)O.Cl. Synergy scores: CSS=3.12, Synergy_ZIP=0.113, Synergy_Bliss=1.02, Synergy_Loewe=-2.09, Synergy_HSA=-1.35. Drug 2: CN(C)N=NC1=C(NC=N1)C(=O)N. Cell line: A549. (2) Drug 1: C1CCN(CC1)CCOC2=CC=C(C=C2)C(=O)C3=C(SC4=C3C=CC(=C4)O)C5=CC=C(C=C5)O. Drug 2: CN(CCCl)CCCl.Cl. Cell line: SR. Synergy scores: CSS=38.2, Synergy_ZIP=-2.67, Synergy_Bliss=-3.96, Synergy_Loewe=-12.6, Synergy_HSA=-3.15. (3) Drug 1: CC1=CC=C(C=C1)C2=CC(=NN2C3=CC=C(C=C3)S(=O)(=O)N)C(F)(F)F. Drug 2: CNC(=O)C1=NC=CC(=C1)OC2=CC=C(C=C2)NC(=O)NC3=CC(=C(C=C3)Cl)C(F)(F)F. Cell line: U251. Synergy scores: CSS=-5.85, Synergy_ZIP=0.987, Synergy_Bliss=-5.84, Synergy_Loewe=-4.83, Synergy_HSA=-8.47. (4) Drug 1: CS(=O)(=O)OCCCCOS(=O)(=O)C. Drug 2: C(CN)CNCCSP(=O)(O)O. Cell line: COLO 205. Synergy scores: CSS=31.7, Synergy_ZIP=4.81, Synergy_Bliss=8.17, Synergy_Loewe=-1.59, Synergy_HSA=7.46. (5) Drug 1: C1=CC(=C2C(=C1NCCNCCO)C(=O)C3=C(C=CC(=C3C2=O)O)O)NCCNCCO. Drug 2: CN1C(=O)N2C=NC(=C2N=N1)C(=O)N. Cell line: UO-31. Synergy scores: CSS=24.9, Synergy_ZIP=-7.68, Synergy_Bliss=-0.167, Synergy_Loewe=-45.7, Synergy_HSA=-0.564. (6) Drug 1: C1CCC(CC1)NC(=O)N(CCCl)N=O. Drug 2: C1=NC2=C(N=C(N=C2N1C3C(C(C(O3)CO)O)O)F)N. Cell line: HCC-2998. Synergy scores: CSS=15.3, Synergy_ZIP=-9.27, Synergy_Bliss=-12.0, Synergy_Loewe=-18.1, Synergy_HSA=-12.2.